From a dataset of Full USPTO retrosynthesis dataset with 1.9M reactions from patents (1976-2016). Predict the reactants needed to synthesize the given product. (1) Given the product [CH2:1]([C:3]1[C:4]2[C:15](=[O:17])[C:14]3[N:13]([CH3:18])[N:12]=[CH:11][C:10]=3[NH:9][C:5]=2[CH:6]=[CH:7][CH:8]=1)[CH3:2].[CH2:1]([C:3]1[CH:8]=[CH:7][C:6]2[C:15](=[O:17])[C:14]3[N:13]([CH3:18])[N:12]=[CH:11][C:10]=3[NH:9][C:5]=2[CH:4]=1)[CH3:2], predict the reactants needed to synthesize it. The reactants are: [CH2:1]([C:3]1[CH:4]=[C:5]([NH:9][C:10]2[CH:11]=[N:12][N:13]([CH3:18])[C:14]=2[C:15]([OH:17])=O)[CH:6]=[CH:7][CH:8]=1)[CH3:2].FC1C=C(NC2C=NN(C)C=2C(O)=O)C=CC=1.ClC1C2C(CC)=CC=CC=2N=C2C=NN(C)C=12.ClC1C2C=CC(CC)=CC=2N=C2C=NN(C)C=12. (2) The reactants are: [C:1]([C:7]1[CH:8]=[C:9]2[C:13](=[CH:14][C:15]=1[N+:16]([O-])=O)[C:12](=[O:19])[CH2:11][CH2:10]2)#[C:2][CH2:3][CH2:4][CH2:5][CH3:6].[NH4+].[Cl-]. Given the product [NH2:16][C:15]1[CH:14]=[C:13]2[C:9]([CH2:10][CH2:11][C:12]2=[O:19])=[CH:8][C:7]=1[C:1]#[C:2][CH2:3][CH2:4][CH2:5][CH3:6], predict the reactants needed to synthesize it. (3) Given the product [F:21][C:22]1[S:26][C:25]([NH:27][C:4]([C:6]2[CH:11]=[C:10]([C:12]3[CH:13]=[C:14]([F:19])[CH:15]=[C:16]([F:18])[CH:17]=3)[CH:9]=[C:8]([CH3:20])[N:7]=2)=[O:5])=[N:24][C:23]=1[CH3:28], predict the reactants needed to synthesize it. The reactants are: C(O[C:4]([C:6]1[CH:11]=[C:10]([C:12]2[CH:17]=[C:16]([F:18])[CH:15]=[C:14]([F:19])[CH:13]=2)[CH:9]=[C:8]([CH3:20])[N:7]=1)=[O:5])C.[F:21][C:22]1[S:26][C:25]([NH2:27])=[N:24][C:23]=1[CH3:28]. (4) The reactants are: [O:1]1[CH:5]=[CH:4][CH:3]=[C:2]1[CH:6]=O.[C:8]([O:12][C:13]([N:15]1[CH2:20][CH2:19][CH:18]([NH2:21])[CH2:17][CH2:16]1)=[O:14])([CH3:11])([CH3:10])[CH3:9].C(N(CC)CC)C.C([BH3-])#N.[Na+].[OH-].[Na+]. Given the product [C:8]([O:12][C:13]([N:15]1[CH2:20][CH2:19][CH:18]([NH:21][CH2:6][C:2]2[O:1][CH:5]=[CH:4][CH:3]=2)[CH2:17][CH2:16]1)=[O:14])([CH3:11])([CH3:9])[CH3:10], predict the reactants needed to synthesize it. (5) Given the product [Cl:36][CH2:35][CH2:34][N:33]([CH3:32])[C:21]([N:13]1[CH:14]([C:15]2[CH:16]=[CH:17][CH:18]=[CH:19][CH:20]=2)[CH:10]2[CH2:9][O:8][C:5]3[CH:6]=[CH:7][C:2]([F:1])=[CH:3][C:4]=3[C:11]2=[N:12]1)=[O:22], predict the reactants needed to synthesize it. The reactants are: [F:1][C:2]1[CH:7]=[CH:6][C:5]2[O:8][CH2:9][CH:10]3[CH:14]([C:15]4[CH:20]=[CH:19][CH:18]=[CH:17][CH:16]=4)[N:13]([C:21](Cl)=[O:22])[N:12]=[C:11]3[C:4]=2[CH:3]=1.C(N(CC)CC)C.Cl.[CH3:32][NH:33][CH2:34][CH2:35][Cl:36].Cl. (6) Given the product [Cl:11][C:8]1[CH:9]=[N:10][C:2]([O:21][CH2:20][CH2:19][C:16]2[CH:17]=[CH:18][C:13]([Cl:12])=[CH:14][CH:15]=2)=[C:3]([CH:7]=1)[C:4]([OH:6])=[O:5], predict the reactants needed to synthesize it. The reactants are: Cl[C:2]1[N:10]=[CH:9][C:8]([Cl:11])=[CH:7][C:3]=1[C:4]([OH:6])=[O:5].[Cl:12][C:13]1[CH:18]=[CH:17][C:16]([CH2:19][CH2:20][OH:21])=[CH:15][CH:14]=1. (7) Given the product [F:45][C:42]([F:43])([F:44])[C:38]1[CH:37]=[C:36]2[C:41]([C:32]([S:31][CH2:30][CH2:29][CH2:28][CH2:27][CH2:26][O:17][C:14]3[CH:13]=[CH:12][C:11]([CH2:10][C@H:5]([NH:6][C:7](=[O:9])[CH3:8])[C:4]([O:3][CH2:1][CH3:2])=[O:18])=[CH:16][CH:15]=3)=[CH:33][CH:34]=[N:35]2)=[CH:40][CH:39]=1, predict the reactants needed to synthesize it. The reactants are: [CH2:1]([O:3][C:4](=[O:18])[C@H:5]([CH2:10][C:11]1[CH:16]=[CH:15][C:14]([OH:17])=[CH:13][CH:12]=1)[NH:6][C:7](=[O:9])[CH3:8])[CH3:2].C([O-])([O-])=O.[Cs+].[Cs+].Br[CH2:26][CH2:27][CH2:28][CH2:29][CH2:30][S:31][C:32]1[C:41]2[C:36](=[CH:37][C:38]([C:42]([F:45])([F:44])[F:43])=[CH:39][CH:40]=2)[N:35]=[CH:34][CH:33]=1. (8) Given the product [Cl:1][C:2]1[N:3]=[CH:4][C:5]2[N:11]([CH3:21])[C:10](=[O:12])[CH2:9][CH2:8][N:7]([CH:13]3[CH2:17][CH2:16][CH2:15][CH2:14]3)[C:6]=2[N:18]=1, predict the reactants needed to synthesize it. The reactants are: [Cl:1][C:2]1[N:3]=[CH:4][C:5]2[NH:11][C:10](=[O:12])[CH2:9][CH2:8][N:7]([CH:13]3[CH2:17][CH2:16][CH2:15][CH2:14]3)[C:6]=2[N:18]=1.CI.[CH3:21]C(C)=O.C(=O)=O.[H-].[Na+]. (9) Given the product [Cl:16][C:14]1[N:15]=[C:11]([C:9]([NH:8][C@H:7]2[CH2:6][CH2:5][N:4]([C:19]3[S:20][C:21]4[C:27]([C:28]([O:30][CH2:31][CH3:32])=[O:29])=[CH:26][CH:25]=[CH:24][C:22]=4[N:23]=3)[CH2:3][C@H:2]2[NH:1][CH:33]2[CH2:37][CH2:36][CH2:35][CH2:34]2)=[O:10])[NH:12][C:13]=1[CH2:17][CH3:18], predict the reactants needed to synthesize it. The reactants are: [NH2:1][C@H:2]1[C@@H:7]([NH:8][C:9]([C:11]2[NH:12][C:13]([CH2:17][CH3:18])=[C:14]([Cl:16])[N:15]=2)=[O:10])[CH2:6][CH2:5][N:4]([C:19]2[S:20][C:21]3[C:27]([C:28]([O:30][CH2:31][CH3:32])=[O:29])=[CH:26][CH:25]=[CH:24][C:22]=3[N:23]=2)[CH2:3]1.[C:33]1(=O)[CH2:37][CH2:36][CH2:35][CH2:34]1.C(O[BH-](OC(=O)C)OC(=O)C)(=O)C.[Na+]. (10) Given the product [NH2:44][C:37]1[N:36]=[CH:35][C:34]([C:31]2[CH:32]=[CH:33][C:28]3[N:29]([CH:45]=[C:26]([NH:25][C:23]([CH2:22][CH2:21][CH2:20][NH:19]/[C:8](=[N:9]/[C:10]#[N:11])/[O:12][C:13]4[CH:14]=[CH:15][CH:16]=[CH:17][CH:18]=4)=[O:24])[N:27]=3)[N:30]=2)=[CH:39][C:38]=1[C:40]([F:41])([F:43])[F:42], predict the reactants needed to synthesize it. The reactants are: C1C=CC(O[C:8]([O:12][C:13]2[CH:18]=[CH:17][CH:16]=[CH:15][CH:14]=2)=[N:9][C:10]#[N:11])=CC=1.[NH2:19][CH2:20][CH2:21][CH2:22][C:23]([NH:25][C:26]1[N:27]=[C:28]2[CH:33]=[CH:32][C:31]([C:34]3[CH:35]=[N:36][C:37]([NH2:44])=[C:38]([C:40]([F:43])([F:42])[F:41])[CH:39]=3)=[N:30][N:29]2[CH:45]=1)=[O:24].C(Cl)Cl.